This data is from Full USPTO retrosynthesis dataset with 1.9M reactions from patents (1976-2016). The task is: Predict the reactants needed to synthesize the given product. (1) The reactants are: C(OP(OCC)(O[CH:7]([CH3:16])/[CH:8]=[C:9](\[CH3:15])/[C:10]([O:12][CH2:13][CH3:14])=[O:11])=O)C.[CH3:20][O:21][C:22]1[CH:27]=[CH:26][C:25]([NH2:28])=[CH:24][CH:23]=1.CCCCCCC. Given the product [C:10]([O:12][CH:13]([CH3:14])[CH3:20])([CH3:9])=[O:11].[CH3:20][O:21][C:22]1[CH:27]=[CH:26][C:25]([NH:28][CH:7]([CH3:16])/[CH:8]=[C:9](\[CH3:15])/[C:10]([O:12][CH2:13][CH3:14])=[O:11])=[CH:24][CH:23]=1, predict the reactants needed to synthesize it. (2) The reactants are: [Si:1]([O:18][CH:19]1[CH2:22][N:21]([C:23]2[S:24][CH:25]=[C:26]([C:28]([O:30]CC)=O)[N:27]=2)[CH2:20]1)([C:14]([CH3:17])([CH3:16])[CH3:15])([C:8]1[CH:13]=[CH:12][CH:11]=[CH:10][CH:9]=1)[C:2]1[CH:7]=[CH:6][CH:5]=[CH:4][CH:3]=1.[NH:33]1[CH2:38][CH2:37][CH2:36][CH2:35][CH2:34]1.C[Al](C)C.C(O)(=O)C.C(OCC)(=O)C. Given the product [Si:1]([O:18][CH:19]1[CH2:20][N:21]([C:23]2[S:24][CH:25]=[C:26]([C:28]([N:33]3[CH2:38][CH2:37][CH2:36][CH2:35][CH2:34]3)=[O:30])[N:27]=2)[CH2:22]1)([C:14]([CH3:16])([CH3:15])[CH3:17])([C:8]1[CH:9]=[CH:10][CH:11]=[CH:12][CH:13]=1)[C:2]1[CH:3]=[CH:4][CH:5]=[CH:6][CH:7]=1, predict the reactants needed to synthesize it. (3) Given the product [C:1]([O:9][CH2:10][CH2:11][CH2:12][CH2:13][N:14]1[CH:18]=[C:17]([C:19](=[O:21])[NH:62][CH2:61][C:56]2[CH:57]=[CH:58][CH:59]=[CH:60][N:55]=2)[N:16]=[N:15]1)(=[O:8])[C:2]1[CH:3]=[CH:4][CH:5]=[CH:6][CH:7]=1, predict the reactants needed to synthesize it. The reactants are: [C:1]([O:9][CH2:10][CH2:11][CH2:12][CH2:13][N:14]1[CH:18]=[C:17]([C:19]([OH:21])=O)[N:16]=[N:15]1)(=[O:8])[C:2]1[CH:7]=[CH:6][CH:5]=[CH:4][CH:3]=1.CN(C(ON1N=NC2C=CC=NC1=2)=[N+](C)C)C.F[P-](F)(F)(F)(F)F.CCN(C(C)C)C(C)C.[N:55]1[CH:60]=[CH:59][CH:58]=[CH:57][C:56]=1[CH2:61][NH2:62]. (4) Given the product [CH3:28][O:29][C:30](=[O:52])[CH:31]([N:40]1[CH:41]=[CH:42][CH:43]=[CH:44]1)[CH2:32][CH2:33][C:38]1[CH:37]=[CH:36][C:35]([S:2]([C:5]([F:8])([F:7])[F:6])(=[O:3])=[O:1])=[CH:34][CH:10]=1, predict the reactants needed to synthesize it. The reactants are: [O-:1][S:2]([C:5]([F:8])([F:7])[F:6])(=O)=[O:3].N[C@H:10](C(O)=O)CCC1C=CC(O)=CC=1.N1C=CC=C1.[CH3:28][O:29][C:30](=[O:52])[CH:31]([N:40]1[C:44](C2C=CC=CC=2)=[CH:43][CH:42]=[C:41]1C)[CH2:32][C:33]1[CH:38]=[CH:37][C:36](O)=[CH:35][CH:34]=1.